This data is from NCI-60 drug combinations with 297,098 pairs across 59 cell lines. The task is: Regression. Given two drug SMILES strings and cell line genomic features, predict the synergy score measuring deviation from expected non-interaction effect. (1) Drug 1: CC1=C(C(CCC1)(C)C)C=CC(=CC=CC(=CC(=O)O)C)C. Drug 2: CC12CCC3C(C1CCC2O)C(CC4=C3C=CC(=C4)O)CCCCCCCCCS(=O)CCCC(C(F)(F)F)(F)F. Cell line: SW-620. Synergy scores: CSS=5.69, Synergy_ZIP=-2.23, Synergy_Bliss=-1.00, Synergy_Loewe=2.85, Synergy_HSA=-0.696. (2) Drug 1: CC12CCC3C(C1CCC2OP(=O)(O)O)CCC4=C3C=CC(=C4)OC(=O)N(CCCl)CCCl.[Na+]. Drug 2: COCCOC1=C(C=C2C(=C1)C(=NC=N2)NC3=CC=CC(=C3)C#C)OCCOC.Cl. Cell line: NCI-H460. Synergy scores: CSS=-25.0, Synergy_ZIP=30.2, Synergy_Bliss=28.7, Synergy_Loewe=-1.47, Synergy_HSA=-2.49. (3) Drug 1: C1CCN(CC1)CCOC2=CC=C(C=C2)C(=O)C3=C(SC4=C3C=CC(=C4)O)C5=CC=C(C=C5)O. Drug 2: CC1=C(C=C(C=C1)NC(=O)C2=CC=C(C=C2)CN3CCN(CC3)C)NC4=NC=CC(=N4)C5=CN=CC=C5. Cell line: MOLT-4. Synergy scores: CSS=-9.67, Synergy_ZIP=4.92, Synergy_Bliss=-4.49, Synergy_Loewe=-17.6, Synergy_HSA=-16.5. (4) Drug 1: C1=CC(=CC=C1CCC2=CNC3=C2C(=O)NC(=N3)N)C(=O)NC(CCC(=O)O)C(=O)O. Drug 2: C(=O)(N)NO. Cell line: M14. Synergy scores: CSS=19.5, Synergy_ZIP=1.90, Synergy_Bliss=-0.135, Synergy_Loewe=-22.2, Synergy_HSA=-3.38. (5) Drug 1: C1=CC=C(C(=C1)C(C2=CC=C(C=C2)Cl)C(Cl)Cl)Cl. Drug 2: C1=CN(C=N1)CC(O)(P(=O)(O)O)P(=O)(O)O. Cell line: NCIH23. Synergy scores: CSS=9.49, Synergy_ZIP=-0.391, Synergy_Bliss=2.89, Synergy_Loewe=2.29, Synergy_HSA=2.80. (6) Drug 1: CC1=C(N=C(N=C1N)C(CC(=O)N)NCC(C(=O)N)N)C(=O)NC(C(C2=CN=CN2)OC3C(C(C(C(O3)CO)O)O)OC4C(C(C(C(O4)CO)O)OC(=O)N)O)C(=O)NC(C)C(C(C)C(=O)NC(C(C)O)C(=O)NCCC5=NC(=CS5)C6=NC(=CS6)C(=O)NCCC[S+](C)C)O. Drug 2: CCCCC(=O)OCC(=O)C1(CC(C2=C(C1)C(=C3C(=C2O)C(=O)C4=C(C3=O)C=CC=C4OC)O)OC5CC(C(C(O5)C)O)NC(=O)C(F)(F)F)O. Cell line: A498. Synergy scores: CSS=50.6, Synergy_ZIP=-3.08, Synergy_Bliss=-2.91, Synergy_Loewe=-10.7, Synergy_HSA=-0.803.